From a dataset of Full USPTO retrosynthesis dataset with 1.9M reactions from patents (1976-2016). Predict the reactants needed to synthesize the given product. (1) Given the product [C:30]([O:29][C:28](=[O:34])[NH:27][C@H:22]1[CH2:23][CH2:24][CH2:25][CH2:26][C@H:21]1[NH:20][C:2]1[N:7]=[N:6][C:5]([C:8](=[O:9])[NH2:10])=[C:4]([NH:11][C:12]2[CH:17]=[CH:16][CH:15]=[C:14]([CH2:18][CH3:19])[N:13]=2)[CH:3]=1)([CH3:33])([CH3:31])[CH3:32], predict the reactants needed to synthesize it. The reactants are: Cl[C:2]1[N:7]=[N:6][C:5]([C:8]([NH2:10])=[O:9])=[C:4]([NH:11][C:12]2[CH:17]=[CH:16][CH:15]=[C:14]([CH2:18][CH3:19])[N:13]=2)[CH:3]=1.[NH2:20][C@@H:21]1[CH2:26][CH2:25][CH2:24][CH2:23][C@@H:22]1[NH:27][C:28](=[O:34])[O:29][C:30]([CH3:33])([CH3:32])[CH3:31]. (2) Given the product [Cl:1][C:2]1[CH:7]=[CH:6][C:5]([B:8]([OH:9])[OH:10])=[C:4]([CH2:11][OH:12])[CH:3]=1, predict the reactants needed to synthesize it. The reactants are: [Cl:1][C:2]1[CH:7]=[CH:6][C:5]([B:8]([OH:10])[OH:9])=[C:4]([CH:11]=[O:12])[CH:3]=1.C1COCC1.[BH4-].[Na+]. (3) Given the product [CH3:1][O:2][C:3]1[C:4]([O:12][CH2:13][CH2:14][CH3:15])=[C:5]([CH:9]=[CH:10][CH:11]=1)[CH2:6][N:23]([CH3:22])[C:16](=[O:19])[CH:17]=[CH2:18], predict the reactants needed to synthesize it. The reactants are: [CH3:1][O:2][C:3]1[C:4]([O:12][CH2:13][CH2:14][CH3:15])=[C:5]([CH:9]=[CH:10][CH:11]=1)[CH2:6]CN.[C:16](Cl)(=[O:19])[CH:17]=[CH2:18].C[CH2:22][N:23](CC)CC. (4) Given the product [CH3:1][O:2][C:3]([C:4]1[C:18](=[O:22])[S:17][C:11]2[C:10]([C:9]=1[OH:23])=[CH:15][C:14]([Br:16])=[CH:13][CH:12]=2)=[O:24], predict the reactants needed to synthesize it. The reactants are: [CH3:1][O:2][C:3](=[O:24])[CH:4]([C:9](=[O:23])[C:10]1[CH:15]=[C:14]([Br:16])[CH:13]=[CH:12][C:11]=1[S:17][C:18](=[O:22])N(C)C)C(OC)=O.